This data is from Catalyst prediction with 721,799 reactions and 888 catalyst types from USPTO. The task is: Predict which catalyst facilitates the given reaction. (1) Reactant: CS(O[CH2:6][CH2:7][N:8]1[CH:12]=[C:11]([CH2:13][C:14]([F:17])([F:16])[F:15])[N:10]=[C:9]1[CH:18]1[CH2:23][CH2:22][N:21]([C:24]2[C:25]3[C@H:33]([C:34]([F:37])([F:36])[F:35])[CH2:32][C:31](=[O:38])[NH:30][C:26]=3[N:27]=[CH:28][N:29]=2)[CH2:20][CH2:19]1)(=O)=O.CN(C)C=O.[NH:44]1[CH2:47][CH2:46][CH2:45]1. Product: [N:44]1([CH2:6][CH2:7][N:8]2[CH:12]=[C:11]([CH2:13][C:14]([F:17])([F:16])[F:15])[N:10]=[C:9]2[CH:18]2[CH2:19][CH2:20][N:21]([C:24]3[C:25]4[C@H:33]([C:34]([F:36])([F:35])[F:37])[CH2:32][C:31](=[O:38])[NH:30][C:26]=4[N:27]=[CH:28][N:29]=3)[CH2:22][CH2:23]2)[CH2:47][CH2:46][CH2:45]1. The catalyst class is: 13. (2) Reactant: FC(F)(F)S(O[C:7]1[CH:8]=[CH:9][C:10]2[CH:21]=[CH:20][C:14]3=[N:15][CH:16]=[C:17]([Cl:19])[CH:18]=[C:13]3[C:12](=[O:22])[C:11]=2[C:23]=1[F:24])(=O)=O.[O:27]1[CH2:32][CH2:31][O:30][CH2:29][CH:28]1[CH2:33][N:34]([CH3:39])[S:35]([NH2:38])(=[O:37])=[O:36].CC1(C)C2C(=C(P(C3C=CC=CC=3)C3C=CC=CC=3)C=CC=2)OC2C(P(C3C=CC=CC=3)C3C=CC=CC=3)=CC=CC1=2.[O-]P([O-])([O-])=O.[K+].[K+].[K+]. Product: [Cl:19][C:17]1[CH:18]=[C:13]2[C:12](=[O:22])[C:11]3[C:23]([F:24])=[C:7]([NH:38][S:35]([N:34]([CH2:33][CH:28]4[CH2:29][O:30][CH2:31][CH2:32][O:27]4)[CH3:39])(=[O:36])=[O:37])[CH:8]=[CH:9][C:10]=3[CH:21]=[CH:20][C:14]2=[N:15][CH:16]=1. The catalyst class is: 62. (3) Reactant: [CH3:1][C:2]1[N:9]2[C:5]([S:6][CH:7]=[CH:8]2)=[C:4]([S:10][CH3:11])[N:3]=1.C([Li])CCC.CCCCCC.[CH2:23]([Sn:27](Cl)([CH2:32][CH2:33][CH2:34][CH3:35])[CH2:28][CH2:29][CH2:30][CH3:31])[CH2:24][CH2:25][CH3:26].[Cl-].[NH4+]. Product: [CH3:1][C:2]1[N:9]2[C:5]([S:6][C:7]([Sn:27]([CH2:28][CH2:29][CH2:30][CH3:31])([CH2:32][CH2:33][CH2:34][CH3:35])[CH2:23][CH2:24][CH2:25][CH3:26])=[CH:8]2)=[C:4]([S:10][CH3:11])[N:3]=1. The catalyst class is: 1. (4) Reactant: Cl.[CH3:2][S:3]([C:6]1[N:11]=[CH:10][C:9]([O:12][C@H:13]2[CH2:17][CH2:16][N:15]([CH:18]3[CH2:23][CH2:22][NH:21][CH2:20][CH2:19]3)[C:14]2=[O:24])=[CH:8][CH:7]=1)(=[O:5])=[O:4].CCN(C(C)C)C(C)C.Cl[C:35]1[N:40]=[CH:39][C:38]([CH2:41][CH3:42])=[CH:37][N:36]=1.O. The catalyst class is: 31. Product: [CH2:41]([C:38]1[CH:37]=[N:36][C:35]([N:21]2[CH2:22][CH2:23][CH:18]([N:15]3[CH2:16][CH2:17][C@H:13]([O:12][C:9]4[CH:10]=[N:11][C:6]([S:3]([CH3:2])(=[O:4])=[O:5])=[CH:7][CH:8]=4)[C:14]3=[O:24])[CH2:19][CH2:20]2)=[N:40][CH:39]=1)[CH3:42]. (5) Reactant: [CH3:1][C:2]1[N:11]=[CH:10][CH:9]=[C:8]2[C:3]=1[CH:4]=[CH:5][C:6]([NH:12][CH2:13][CH2:14][N:15]1[CH2:20][CH2:19][NH:18][CH2:17][CH2:16]1)=[N:7]2.[CH:21](=O)[C:22]1[CH:27]=[CH:26][CH:25]=[CH:24][CH:23]=1.C(O[BH-](OC(=O)C)OC(=O)C)(=O)C.C(O)(=O)C. Product: [CH2:21]([N:18]1[CH2:19][CH2:20][N:15]([CH2:14][CH2:13][NH:12][C:6]2[CH:5]=[CH:4][C:3]3[C:8](=[CH:9][CH:10]=[N:11][C:2]=3[CH3:1])[N:7]=2)[CH2:16][CH2:17]1)[C:22]1[CH:27]=[CH:26][CH:25]=[CH:24][CH:23]=1. The catalyst class is: 3. (6) Reactant: Cl.[NH2:2][CH2:3][CH2:4][C:5]1[N:9]([C@@H:10]2[CH2:19][C:18]3[C:13](=[C:14]([F:21])[CH:15]=[C:16]([F:20])[CH:17]=3)[O:12][CH2:11]2)[C:8](=[S:22])[NH:7][CH:6]=1.CC(O)C.ClCCl.[OH-].[Na+]. Product: [NH2:2][CH2:3][CH2:4][C:5]1[N:9]([C@@H:10]2[CH2:19][C:18]3[C:13](=[C:14]([F:21])[CH:15]=[C:16]([F:20])[CH:17]=3)[O:12][CH2:11]2)[C:8](=[S:22])[NH:7][CH:6]=1. The catalyst class is: 6. (7) Reactant: [F:1][C:2]1[CH:30]=[C:29]([NH:31][C:32]([C:34]2[C:35](=[O:48])[N:36]([C:41]3[CH:46]=[CH:45][C:44]([F:47])=[CH:43][CH:42]=3)[C:37]([CH3:40])=[CH:38][CH:39]=2)=[O:33])[CH:28]=[CH:27][C:3]=1[O:4][C:5]1[CH:6]=[C:7]2[C:11](=[CH:12][C:13]=1[C:14]1[CH:15]=[N:16][N:17](C(OC(C)(C)C)=O)[CH:18]=1)[N:10]([CH3:26])[N:9]=[CH:8]2.C([SiH](CC)CC)C.C(O)(C(F)(F)F)=O. Product: [F:1][C:2]1[CH:30]=[C:29]([NH:31][C:32]([C:34]2[C:35](=[O:48])[N:36]([C:41]3[CH:42]=[CH:43][C:44]([F:47])=[CH:45][CH:46]=3)[C:37]([CH3:40])=[CH:38][CH:39]=2)=[O:33])[CH:28]=[CH:27][C:3]=1[O:4][C:5]1[CH:6]=[C:7]2[C:11](=[CH:12][C:13]=1[C:14]1[CH:15]=[N:16][NH:17][CH:18]=1)[N:10]([CH3:26])[N:9]=[CH:8]2. The catalyst class is: 2. (8) Reactant: Br[C:2]1[CH:3]=[C:4]([NH:9][C:10](=[O:28])[C:11]2[CH:16]=[CH:15][C:14]([CH2:17][N:18]3[CH2:23][CH2:22][O:21][CH2:20][CH2:19]3)=[C:13]([C:24]([F:27])([F:26])[F:25])[CH:12]=2)[CH:5]=[CH:6][C:7]=1[CH3:8].[CH:29]1[C:38]2[C:33](=[CH:34][CH:35]=[C:36](OS(C(F)(F)F)(=O)=O)[CH:37]=2)[CH:32]=[CH:31][N:30]=1. Product: [CH:29]1[C:38]2[C:33](=[CH:34][CH:35]=[C:36]([C:2]3[CH:3]=[C:4]([NH:9][C:10](=[O:28])[C:11]4[CH:16]=[CH:15][C:14]([CH2:17][N:18]5[CH2:23][CH2:22][O:21][CH2:20][CH2:19]5)=[C:13]([C:24]([F:26])([F:25])[F:27])[CH:12]=4)[CH:5]=[CH:6][C:7]=3[CH3:8])[CH:37]=2)[CH:32]=[CH:31][N:30]=1. The catalyst class is: 13. (9) Reactant: [CH3:1][O:2][C:3]1[CH:4]=[C:5]([CH:11]=[CH:12][C:13]([OH:15])=O)[CH:6]=[CH:7][C:8]=1[O:9][CH3:10].O[NH:17][C:18](=[NH:28])[CH2:19][CH2:20][CH2:21][CH2:22][CH2:23][CH2:24][CH2:25][CH2:26][CH3:27]. Product: [CH3:1][O:2][C:3]1[CH:4]=[C:5]([CH:11]=[CH:12][C:13]2[O:15][N:28]=[C:18]([CH2:19][CH2:20][CH2:21][CH2:22][CH2:23][CH2:24][CH2:25][CH2:26][CH3:27])[N:17]=2)[CH:6]=[CH:7][C:8]=1[O:9][CH3:10]. The catalyst class is: 11.